Dataset: Forward reaction prediction with 1.9M reactions from USPTO patents (1976-2016). Task: Predict the product of the given reaction. (1) Given the reactants C1(C)C=CC(S(O)(=O)=O)=CC=1.[Br:12][C:13]1[CH:14]=[C:15]2[C:19](=[CH:20][CH:21]=1)[NH:18][N:17]=[C:16]2[CH:22]=[O:23].[O:24]1[CH:29]=[CH:28][CH2:27][CH2:26][CH2:25]1, predict the reaction product. The product is: [Br:12][C:13]1[CH:14]=[C:15]2[C:19](=[CH:20][CH:21]=1)[N:18]([CH:25]1[CH2:26][CH2:27][CH2:28][CH2:29][O:24]1)[N:17]=[C:16]2[CH:22]=[O:23]. (2) Given the reactants Br[C:2]1[CH:3]=[CH:4][C:5]([C:8]([F:11])([F:10])[F:9])=[N:6][CH:7]=1.[Cl:12][C:13]1[C:22]2[C:17](=[CH:18][CH:19]=[C:20]([C:23]([C:25]3[N:29]([CH3:30])[CH:28]=[N:27][CH:26]=3)=[O:24])[CH:21]=2)[N:16]=[C:15]([O:31][CH3:32])[C:14]=1[CH2:33][C:34]1[CH:39]=[CH:38][C:37]([S:40]([CH3:43])(=[O:42])=[O:41])=[CH:36][CH:35]=1, predict the reaction product. The product is: [Cl:12][C:13]1[C:22]2[C:17](=[CH:18][CH:19]=[C:20]([C:23]([C:25]3[N:29]([CH3:30])[CH:28]=[N:27][CH:26]=3)([C:2]3[CH:7]=[N:6][C:5]([C:8]([F:11])([F:10])[F:9])=[CH:4][CH:3]=3)[OH:24])[CH:21]=2)[N:16]=[C:15]([O:31][CH3:32])[C:14]=1[CH2:33][C:34]1[CH:35]=[CH:36][C:37]([S:40]([CH3:43])(=[O:41])=[O:42])=[CH:38][CH:39]=1. (3) Given the reactants [CH3:1][C:2]1[N:3]=[C:4]([NH:19][C:20](=[O:22])[CH3:21])[S:5][C:6]=1[C:7]1[CH:12]=[CH:11][N:10]=[C:9](N2CCOCC2)[N:8]=1.Cl.[CH:24]1(C(N)=N)[CH2:26][CH2:25]1, predict the reaction product. The product is: [CH:24]1([C:9]2[N:8]=[C:7]([C:6]3[S:5][C:4]([NH:19][C:20](=[O:22])[CH3:21])=[N:3][C:2]=3[CH3:1])[CH:12]=[CH:11][N:10]=2)[CH2:26][CH2:25]1. (4) Given the reactants [CH2:1]([OH:13])[CH2:2][O:3][CH2:4][CH2:5][O:6][CH2:7][CH2:8][O:9][CH2:10][CH2:11][OH:12].[CH3:14][C:15]([Si:18](Cl)([CH3:20])[CH3:19])([CH3:17])[CH3:16].C(N(CC)CC)C, predict the reaction product. The product is: [C:15]([Si:18]([CH3:20])([CH3:19])[O:12][CH2:11][CH2:10][O:9][CH2:8][CH2:7][O:6][CH2:5][CH2:4][O:3][CH2:2][CH2:1][OH:13])([CH3:17])([CH3:16])[CH3:14]. (5) Given the reactants Br[C:2]1[S:10][C:9]2[C:8](=[O:11])[N:7]([CH:12]3[CH2:17][CH2:16][N:15]([C:18]([O:20][C:21]([CH3:24])([CH3:23])[CH3:22])=[O:19])[CH2:14][CH2:13]3)[C:6](=[O:25])[N:5]([CH2:26][C:27]3[O:31][N:30]=[C:29]([CH2:32][CH3:33])[N:28]=3)[C:4]=2[CH:3]=1.[F:34][C:35]1[CH:40]=[CH:39][CH:38]=[CH:37][C:36]=1B(O)O.C(=O)([O-])[O-].[Cs+].[Cs+], predict the reaction product. The product is: [CH2:32]([C:29]1[N:28]=[C:27]([CH2:26][N:5]2[C:4]3[CH:3]=[C:2]([C:36]4[CH:37]=[CH:38][CH:39]=[CH:40][C:35]=4[F:34])[S:10][C:9]=3[C:8](=[O:11])[N:7]([CH:12]3[CH2:13][CH2:14][N:15]([C:18]([O:20][C:21]([CH3:23])([CH3:24])[CH3:22])=[O:19])[CH2:16][CH2:17]3)[C:6]2=[O:25])[O:31][N:30]=1)[CH3:33]. (6) Given the reactants Br[C:2]1[CH:7]=[C:6]([C:8]([F:11])([F:10])[F:9])[CH:5]=[CH:4][C:3]=1[N:12]1[CH2:17][CH2:16][O:15][C:14]2[CH:18]=[C:19]([S:22]([NH:25][C:26]3[S:30][CH:29]=[N:28][CH:27]=3)(=[O:24])=[O:23])[CH:20]=[CH:21][C:13]1=2.CC1(C)C(C)(C)OB([C:39]2[CH2:44][CH2:43][N:42](C(OC(C)(C)C)=O)[CH2:41][CH:40]=2)O1.P([O-])([O-])([O-])=O.[K+].[K+].[K+].[C:61]([OH:67])([C:63]([F:66])([F:65])[F:64])=[O:62], predict the reaction product. The product is: [F:64][C:63]([F:66])([F:65])[C:61]([OH:67])=[O:62].[NH:42]1[CH2:41][CH:40]=[C:39]([C:2]2[CH:7]=[C:6]([C:8]([F:11])([F:10])[F:9])[CH:5]=[CH:4][C:3]=2[N:12]2[CH2:17][CH2:16][O:15][C:14]3[CH:18]=[C:19]([S:22]([NH:25][C:26]4[S:30][CH:29]=[N:28][CH:27]=4)(=[O:24])=[O:23])[CH:20]=[CH:21][C:13]2=3)[CH2:44][CH2:43]1. (7) Given the reactants [C:1]([O:7][CH2:8]Cl)(=[O:6])[C:2]([CH3:5])([CH3:4])[CH3:3].[I-:10].[Na+], predict the reaction product. The product is: [C:1]([O:7][CH2:8][I:10])(=[O:6])[C:2]([CH3:5])([CH3:4])[CH3:3]. (8) Given the reactants [CH:1]1[C:10]2[C:5](=[CH:6][CH:7]=[CH:8][CH:9]=2)[CH:4]=[CH:3][C:2]=1[S:11]([N:14]1[CH2:18][C@H:17]([S:19][C:20]([C:33]2[CH:38]=[CH:37][CH:36]=[CH:35][CH:34]=2)([C:27]2[CH:32]=[CH:31][CH:30]=[CH:29][CH:28]=2)[C:21]2[CH:26]=[CH:25][CH:24]=[CH:23][CH:22]=2)[CH2:16][C@H:15]1[C:39](O)=[O:40])(=[O:13])=[O:12].[C:42]([O:46][C:47](=[O:58])[CH2:48][NH:49][CH2:50][CH2:51][C:52]1[CH:57]=[CH:56][CH:55]=[CH:54][CH:53]=1)([CH3:45])([CH3:44])[CH3:43].CCN=C=NCCCN(C)C.C1C=CC2N(O)N=NC=2C=1, predict the reaction product. The product is: [C:42]([O:46][C:47](=[O:58])[CH2:48][N:49]([C:39]([C@@H:15]1[CH2:16][C@@H:17]([S:19][C:20]([C:21]2[CH:22]=[CH:23][CH:24]=[CH:25][CH:26]=2)([C:27]2[CH:32]=[CH:31][CH:30]=[CH:29][CH:28]=2)[C:33]2[CH:34]=[CH:35][CH:36]=[CH:37][CH:38]=2)[CH2:18][N:14]1[S:11]([C:2]1[CH:1]=[CH:10][C:5]2[C:4](=[CH:9][CH:8]=[CH:7][CH:6]=2)[CH:3]=1)(=[O:12])=[O:13])=[O:40])[CH2:50][CH2:51][C:52]1[CH:53]=[CH:54][CH:55]=[CH:56][CH:57]=1)([CH3:45])([CH3:43])[CH3:44]. (9) Given the reactants [NH2:1][C:2]1[C:7]([CH3:8])=CC=[CH:4][N:3]=1.[Br:9]Br.[C:11](O)(=O)[CH3:12], predict the reaction product. The product is: [Br:9][C:7]1[C:2]([NH2:1])=[N:3][CH:4]=[C:11]([CH3:12])[CH:8]=1. (10) Given the reactants [NH2:1][C:2]1[S:6][C:5]([C:7]2[CH:8]=[N:9][C:10]([N:13]3[CH2:18][CH2:17][O:16][CH2:15][CH2:14]3)=[CH:11][CH:12]=2)=[N:4][C:3]=1[C:19]([NH2:21])=[O:20].Cl[C:23]1[N:28]=[C:27]([CH3:29])[C:26]([C:30]([OH:33])([CH3:32])[CH3:31])=[CH:25][CH:24]=1.CC(C1C=C(C(C)C)C(C2C=CC=CC=2P(C2CCCCC2)C2CCCCC2)=C(C(C)C)C=1)C.C(=O)([O-])[O-].[K+].[K+].C(O)(CC)(C)C, predict the reaction product. The product is: [OH:33][C:30]([C:26]1[CH:25]=[CH:24][C:23]([NH:1][C:2]2[S:6][C:5]([C:7]3[CH:8]=[N:9][C:10]([N:13]4[CH2:18][CH2:17][O:16][CH2:15][CH2:14]4)=[CH:11][CH:12]=3)=[N:4][C:3]=2[C:19]([NH2:21])=[O:20])=[N:28][C:27]=1[CH3:29])([CH3:32])[CH3:31].